Dataset: Reaction yield outcomes from USPTO patents with 853,638 reactions. Task: Predict the reaction yield, written as a fraction of the theoretical maximum amount of product (1.0 means a 100% yield; for example, 0.34 means a 34% yield). (1) The reactants are [NH:1]([C:8]1[N:9]([C:25]2[CH:30]=[CH:29][CH:28]=[CH:27][CH:26]=2)[C:10]2[C:15]([C:16](=[O:18])[CH:17]=1)=[C:14]([S:19][CH2:20][C:21]([OH:23])=O)[N:13]=[C:12]([CH3:24])[CH:11]=2)[C:2]1[CH:7]=[CH:6][CH:5]=[CH:4][CH:3]=1.CCN=C=N[CH2:36][CH2:37][CH2:38][N:39](C)C.C1C=CC2N(O)N=NC=2C=1.C1(N)CC1. The catalyst is C(Cl)Cl. The product is [NH:1]([C:8]1[N:9]([C:25]2[CH:26]=[CH:27][CH:28]=[CH:29][CH:30]=2)[C:10]2[C:15]([C:16](=[O:18])[CH:17]=1)=[C:14]([S:19][CH2:20][C:21]([NH:39][CH:38]1[CH2:36][CH2:37]1)=[O:23])[N:13]=[C:12]([CH3:24])[CH:11]=2)[C:2]1[CH:7]=[CH:6][CH:5]=[CH:4][CH:3]=1. The yield is 0.590. (2) The reactants are ClCCl.C([N:11]1[CH2:16][CH2:15][CH:14]([NH:17][C:18]2[CH:23]=[CH:22][C:21]([C:24]3[NH:25][C:26](=[O:40])[C:27]4[N:32]([CH:33]5[CH2:38][CH2:37][CH2:36][CH2:35][CH2:34]5)[N:31]=[C:30]([CH3:39])[C:28]=4[N:29]=3)=[C:20]([O:41][CH3:42])[CH:19]=2)[CH2:13][CH2:12]1)C1C=CC=CC=1.ClC(OC(Cl)C)=O. The catalyst is ClCCCl. The product is [CH:33]1([N:32]2[C:27]3[C:26](=[O:40])[NH:25][C:24]([C:21]4[CH:22]=[CH:23][C:18]([NH:17][CH:14]5[CH2:15][CH2:16][NH:11][CH2:12][CH2:13]5)=[CH:19][C:20]=4[O:41][CH3:42])=[N:29][C:28]=3[C:30]([CH3:39])=[N:31]2)[CH2:34][CH2:35][CH2:36][CH2:37][CH2:38]1. The yield is 0.620.